From a dataset of Catalyst prediction with 721,799 reactions and 888 catalyst types from USPTO. Predict which catalyst facilitates the given reaction. (1) Reactant: Cl[C:2]1[CH:3]=[CH:4][C:5]2[N:6]([C:8]([CH:11]([C:13]3[C:14]([F:24])=[C:15]4[C:19](=[CH:20][C:21]=3[F:22])[N:18]([CH3:23])[N:17]=[CH:16]4)[CH3:12])=[CH:9][N:10]=2)[N:7]=1.C([Sn](CCCC)(CCCC)[C:30]([O:32][CH2:33][CH3:34])=[CH2:31])CCC.N#N. Product: [F:24][C:14]1[C:13]([CH:11]([C:8]2[N:6]3[N:7]=[C:2]([C:30]([O:32][CH2:33][CH3:34])=[CH2:31])[CH:3]=[CH:4][C:5]3=[N:10][CH:9]=2)[CH3:12])=[C:21]([F:22])[CH:20]=[C:19]2[C:15]=1[CH:16]=[N:17][N:18]2[CH3:23]. The catalyst class is: 128. (2) Reactant: Cl.[NH2:2][CH2:3][CH:4]1[CH2:9][CH2:8][CH2:7][CH2:6][CH:5]1[OH:10].[CH3:11][C:12]([O:15][C:16](O[C:16]([O:15][C:12]([CH3:14])([CH3:13])[CH3:11])=[O:17])=[O:17])([CH3:14])[CH3:13].CCN(C(C)C)C(C)C. Product: [C:12]([O:15][C:16](=[O:17])[NH:2][CH2:3][CH:4]1[CH2:9][CH2:8][CH2:7][CH2:6][CH:5]1[OH:10])([CH3:14])([CH3:13])[CH3:11]. The catalyst class is: 2. (3) Reactant: [N:1]1[C:14]2[N:8]3[C:9](=[O:13])[NH:10][CH:11]=[CH:12][C:7]3=[CH:6][C:5]=2[CH:4]=[CH:3][CH:2]=1.[H-].[Na+].[C:17]1([CH3:27])[CH:22]=[CH:21][C:20]([S:23](Cl)(=[O:25])=[O:24])=[CH:19][CH:18]=1. The catalyst class is: 3. Product: [CH3:27][C:17]1[CH:22]=[CH:21][C:20]([S:23]([N:10]2[CH:11]=[CH:12][C:7]3=[CH:6][C:5]4[CH:4]=[CH:3][CH:2]=[N:1][C:14]=4[N:8]3[C:9]2=[O:13])(=[O:25])=[O:24])=[CH:19][CH:18]=1. (4) Reactant: [NH2:1][C:2]1[N:10]=[CH:9][N:8]=[C:7]2[C:3]=1[N:4]=[CH:5][N:6]2[C@H:11]1[C@@H:15]2[O:16]C(C)(C)[O:18][C@@H:14]2[C@@H:13]([CH2:21][N:22]([CH3:38])[CH2:23][CH2:24][CH2:25][NH:26][C:27]([NH:29][C:30]2[CH:35]=[CH:34][C:33]([F:36])=[C:32]([Cl:37])[CH:31]=2)=[O:28])[O:12]1.C([O-])([O-])=O.[K+].[K+]. Product: [NH2:1][C:2]1[N:10]=[CH:9][N:8]=[C:7]2[C:3]=1[N:4]=[CH:5][N:6]2[C@@H:11]1[O:12][C@H:13]([CH2:21][N:22]([CH3:38])[CH2:23][CH2:24][CH2:25][NH:26][C:27]([NH:29][C:30]2[CH:35]=[CH:34][C:33]([F:36])=[C:32]([Cl:37])[CH:31]=2)=[O:28])[C@@H:14]([OH:18])[C@H:15]1[OH:16]. The catalyst class is: 484. (5) Reactant: [F:1][C:2]1[CH:3]=[C:4]([N:8]2[C:12]3([CH2:17][CH2:16][N:15]([C:18]([O:20][C:21]([CH3:24])([CH3:23])[CH3:22])=[O:19])[CH2:14][CH2:13]3)[C:11]([NH:25][CH2:26][Si](C)(C)C)=[N:10][C:9]2=[O:31])[CH:5]=[CH:6][CH:7]=1.[F-].C([N+](CCCC)(CCCC)CCCC)CCC. Product: [F:1][C:2]1[CH:3]=[C:4]([N:8]2[C:12]3([CH2:17][CH2:16][N:15]([C:18]([O:20][C:21]([CH3:22])([CH3:23])[CH3:24])=[O:19])[CH2:14][CH2:13]3)[C:11]([NH:25][CH3:26])=[N:10][C:9]2=[O:31])[CH:5]=[CH:6][CH:7]=1. The catalyst class is: 1.